Dataset: Forward reaction prediction with 1.9M reactions from USPTO patents (1976-2016). Task: Predict the product of the given reaction. (1) Given the reactants C(OC(=O)C)(=O)C.[CH:8]([OH:10])=O.[Cl:11][C:12]1[C:24]([Cl:25])=[CH:23][CH:22]=[CH:21][C:13]=1[C:14]([NH:16][CH2:17][CH2:18][NH:19][OH:20])=[O:15], predict the reaction product. The product is: [Cl:11][C:12]1[C:24]([Cl:25])=[CH:23][CH:22]=[CH:21][C:13]=1[C:14]([NH:16][CH2:17][CH2:18][N:19]([CH:8]=[O:10])[OH:20])=[O:15]. (2) Given the reactants [C:1]([NH:9]/[C:10](/SC)=[N:11]/[C:12](=O)[C:13]1[CH:18]=[CH:17][CH:16]=[CH:15][CH:14]=1)(=[O:8])[C:2]1[CH:7]=[CH:6][CH:5]=[CH:4][CH:3]=1.[CH2:22]([NH:29][NH2:30])[C:23]1[CH:28]=[CH:27][CH:26]=[CH:25][CH:24]=1, predict the reaction product. The product is: [CH2:22]([N:29]1[C:12]([C:13]2[CH:18]=[CH:17][CH:16]=[CH:15][CH:14]=2)=[N:11][C:10]([NH:9][C:1](=[O:8])[C:2]2[CH:7]=[CH:6][CH:5]=[CH:4][CH:3]=2)=[N:30]1)[C:23]1[CH:28]=[CH:27][CH:26]=[CH:25][CH:24]=1. (3) The product is: [C:1]([CH2:3][CH2:4][PH:5]([O:14][C@@H:15]1[C@@H:19]([CH2:20][O:21][C:22]([C:39]2[CH:44]=[CH:43][CH:42]=[CH:41][CH:40]=2)([C:23]2[CH:24]=[CH:25][C:26]([O:29][CH3:30])=[CH:27][CH:28]=2)[C:31]2[CH:32]=[CH:33][C:34]([O:37][CH3:38])=[CH:35][CH:36]=2)[O:18][C@@H:17]([N:45]2[CH:52]=[CH:51][C:49]([NH:69][C:66](=[O:68])[CH3:67])=[N:48][C:46]2=[O:47])[C@@H:16]1[O:53][CH2:54][O:55][CH2:56][CH:57]([C:62]([F:64])([F:65])[F:63])[C:58]([F:61])([F:60])[F:59])([N:7]([CH:8]([CH3:10])[CH3:9])[CH:11]([CH3:13])[CH3:12])[OH:6])#[N:2]. Given the reactants [C:1]([CH2:3][CH2:4][PH:5]([O:14][C@@H:15]1[C@@H:19]([CH2:20][O:21][C:22]([C:39]2[CH:44]=[CH:43][CH:42]=[CH:41][CH:40]=2)([C:31]2[CH:36]=[CH:35][C:34]([O:37][CH3:38])=[CH:33][CH:32]=2)[C:23]2[CH:28]=[CH:27][C:26]([O:29][CH3:30])=[CH:25][CH:24]=2)[O:18][C@@H:17]([N:45]2[CH:52]=[CH:51][C:49](=O)[NH:48][C:46]2=[O:47])[C@@H:16]1[O:53][CH2:54][O:55][CH2:56][CH:57]([C:62]([F:65])([F:64])[F:63])[C:58]([F:61])([F:60])[F:59])([N:7]([CH:11]([CH3:13])[CH3:12])[CH:8]([CH3:10])[CH3:9])[OH:6])#[N:2].[C:66]([NH:69]C1C=CN([C@@H]2O[C@H](COC(C3C=CC=CC=3)(C3C=CC(OC)=CC=3)C3C=CC(OC)=CC=3)[C@@H](O)[C@H]2OCOCC(C(F)(F)F)C(F)(F)F)C(=O)N=1)(=[O:68])[CH3:67], predict the reaction product. (4) Given the reactants [Cl:1][C:2]1[CH:8]=[CH:7][C:5]([NH2:6])=[CH:4][CH:3]=1.[Cl:9][C:10]1[C:11]([N:18]2[CH2:23][CH2:22][O:21][CH2:20][CH2:19]2)=[N:12][C:13]([F:17])=[N:14][C:15]=1F.C(N(CC)C(C)C)(C)C, predict the reaction product. The product is: [Cl:9][C:10]1[C:15]([NH:6][C:5]2[CH:7]=[CH:8][C:2]([Cl:1])=[CH:3][CH:4]=2)=[N:14][C:13]([F:17])=[N:12][C:11]=1[N:18]1[CH2:23][CH2:22][O:21][CH2:20][CH2:19]1. (5) Given the reactants [OH-].[Li+].C[O:4][C:5](=[O:36])[C:6]1[CH:35]=[CH:34][CH:33]=[C:8]([C:9]([NH:11][C:12]2[CH:17]=[CH:16][CH:15]=[C:14]([CH2:18][O:19][C:20]3[CH:25]=[CH:24][C:23]([C:26](=[O:28])[CH3:27])=[C:22]([OH:29])[C:21]=3[CH2:30][CH2:31][CH3:32])[CH:13]=2)=[O:10])[CH:7]=1.Cl, predict the reaction product. The product is: [C:26]([C:23]1[CH:24]=[CH:25][C:20]([O:19][CH2:18][C:14]2[CH:13]=[C:12]([NH:11][C:9](=[O:10])[C:8]3[CH:7]=[C:6]([CH:35]=[CH:34][CH:33]=3)[C:5]([OH:36])=[O:4])[CH:17]=[CH:16][CH:15]=2)=[C:21]([CH2:30][CH2:31][CH3:32])[C:22]=1[OH:29])(=[O:28])[CH3:27]. (6) Given the reactants [O:1]=[C:2]1[C:10]2[C:5](=[N:6][C:7]([CH2:11][CH2:12][CH:13]=O)=[CH:8][CH:9]=2)[CH2:4][O:3]1.[OH:15][CH2:16][CH2:17][O:18][CH2:19][CH2:20][N:21]1[CH2:26][CH2:25][NH:24][CH2:23][CH2:22]1, predict the reaction product. The product is: [OH:15][CH2:16][CH2:17][O:18][CH2:19][CH2:20][N:21]1[CH2:26][CH2:25][N:24]([CH2:13][CH2:12][CH2:11][C:7]2[N:6]=[C:5]3[CH2:4][O:3][C:2](=[O:1])[C:10]3=[CH:9][CH:8]=2)[CH2:23][CH2:22]1. (7) Given the reactants CCN=C=NCCCN(C)C.C1C=CC2N(O)N=NC=2C=1.CCN(C(C)C)C(C)C.[CH:31]1([C:34]([NH:36][C:37]2[N:54]=[C:40]3[CH:41]=[CH:42][CH:43]=[C:44]([C:45]4[CH:53]=[CH:52][C:48]([C:49](O)=[O:50])=[CH:47][CH:46]=4)[N:39]3[N:38]=2)=[O:35])[CH2:33][CH2:32]1.Cl.[CH3:56][C:57]1([CH3:61])[CH2:60][NH:59][CH2:58]1, predict the reaction product. The product is: [CH3:56][C:57]1([CH3:61])[CH2:60][N:59]([C:49]([C:48]2[CH:47]=[CH:46][C:45]([C:44]3[N:39]4[N:38]=[C:37]([NH:36][C:34]([CH:31]5[CH2:33][CH2:32]5)=[O:35])[N:54]=[C:40]4[CH:41]=[CH:42][CH:43]=3)=[CH:53][CH:52]=2)=[O:50])[CH2:58]1.